This data is from Full USPTO retrosynthesis dataset with 1.9M reactions from patents (1976-2016). The task is: Predict the reactants needed to synthesize the given product. The reactants are: [CH2:1]([O:15][C:16]1[O:20][C:19]([C:21]([OH:23])=[O:22])=[CH:18][CH:17]=1)[CH2:2][CH2:3][CH2:4][CH2:5][CH2:6][CH2:7][CH2:8][CH2:9][CH2:10][CH2:11][CH2:12][CH2:13][CH3:14].C(=O)([O-])[O-].[K+].[K+].Br[CH2:31][C:32]1[O:33][C:34](=[O:38])[O:35][C:36]=1[CH3:37].CCOC(C)=O. Given the product [CH2:1]([O:15][C:16]1[O:20][C:19]([C:21]([O:23][CH2:31][C:32]2[O:33][C:34](=[O:38])[O:35][C:36]=2[CH3:37])=[O:22])=[CH:18][CH:17]=1)[CH2:2][CH2:3][CH2:4][CH2:5][CH2:6][CH2:7][CH2:8][CH2:9][CH2:10][CH2:11][CH2:12][CH2:13][CH3:14], predict the reactants needed to synthesize it.